This data is from Cav3 T-type calcium channel HTS with 100,875 compounds. The task is: Binary Classification. Given a drug SMILES string, predict its activity (active/inactive) in a high-throughput screening assay against a specified biological target. (1) The molecule is S(=O)(=O)(Nc1c(cccc1)C)c1c(ccc(c1)C(=O)NCc1occc1)C. The result is 0 (inactive). (2) The molecule is S(c1c(C(=O)Nc2cc(OC)c(OC)cc2)cccc1)C. The result is 0 (inactive). (3) The drug is O(CC(=O)Nc1c(cccc1)C(=O)N)c1cc(OC)ccc1. The result is 0 (inactive). (4) The drug is O1C(CCC1)CNC(=O)C(=O)Nc1ccc(cc1)C(OCCCC)=O. The result is 0 (inactive). (5) The compound is Brc1c(n(nc1[N+]([O-])=O)CC(=O)Nc1sc2c(CCCC2)c1C(OC(C)C)=O)C. The result is 0 (inactive). (6) The compound is O=C(N1CCCCC1)CCc1ccc(Oc2cc([N+]([O-])=O)cc([N+]([O-])=O)c2)cc1. The result is 0 (inactive). (7) The compound is S(=O)(=O)(N(CC(=O)NCC1OCCC1)c1ccc(F)cc1)c1cc2OCCOc2cc1. The result is 0 (inactive).